Dataset: Peptide-MHC class II binding affinity with 134,281 pairs from IEDB. Task: Regression. Given a peptide amino acid sequence and an MHC pseudo amino acid sequence, predict their binding affinity value. This is MHC class II binding data. The peptide sequence is ITKLGAKPDGKTDCT. The MHC is HLA-DPA10301-DPB10402 with pseudo-sequence HLA-DPA10301-DPB10402. The binding affinity (normalized) is 0.